This data is from Full USPTO retrosynthesis dataset with 1.9M reactions from patents (1976-2016). The task is: Predict the reactants needed to synthesize the given product. Given the product [F:10][C:6]1[CH:5]=[C:4]([N+:11]([O-:13])=[O:12])[C:3]([O:2][CH3:1])=[CH:8][C:7]=1[N:20]1[CH2:21][CH2:22][N:17]([CH:15]([CH3:16])[CH3:14])[CH2:18][CH2:19]1, predict the reactants needed to synthesize it. The reactants are: [CH3:1][O:2][C:3]1[CH:8]=[C:7](Br)[C:6]([F:10])=[CH:5][C:4]=1[N+:11]([O-:13])=[O:12].[CH3:14][CH:15]([N:17]1[CH2:22][CH2:21][NH:20][CH2:19][CH2:18]1)[CH3:16].CC1(C)C2C(=C(P(C3C=CC=CC=3)C3C=CC=CC=3)C=CC=2)OC2C(P(C3C=CC=CC=3)C3C=CC=CC=3)=CC=CC1=2.C([O-])([O-])=O.[Cs+].[Cs+].